Dataset: Full USPTO retrosynthesis dataset with 1.9M reactions from patents (1976-2016). Task: Predict the reactants needed to synthesize the given product. (1) Given the product [CH:1]([C:4]1[N:8]2[CH:9]=[C:10]([C:13]3[O:17][CH:16]=[N:15][C:14]=3[Br:23])[CH:11]=[CH:12][C:7]2=[N:6][N:5]=1)([CH3:3])[CH3:2], predict the reactants needed to synthesize it. The reactants are: [CH:1]([C:4]1[N:8]2[CH:9]=[C:10]([C:13]3[O:17][CH:16]=[N:15][CH:14]=3)[CH:11]=[CH:12][C:7]2=[N:6][N:5]=1)([CH3:3])[CH3:2].O1CCCC1.[Br:23]N1C(=O)CCC1=O. (2) Given the product [Cl:1][NH:10][C:9](=[NH:11])[CH2:8][C:2]1[CH:7]=[CH:6][CH:5]=[CH:4][CH:3]=1, predict the reactants needed to synthesize it. The reactants are: [ClH:1].[C:2]1([CH2:8][C:9]([NH2:11])=[NH:10])[CH:7]=[CH:6][CH:5]=[CH:4][CH:3]=1.Cl[O-].[Na+].[Cl-].[Na+]. (3) Given the product [CH2:1]([O:8][C:9]1[CH:10]=[C:11]2[C:16](=[CH:17][CH:18]=1)[C:15](=[O:19])[N:14]([CH2:20][CH:21]([CH3:23])[CH3:22])[C:13]([CH2:24][Cl:35])=[C:12]2[C:26]1[CH:31]=[CH:30][C:29]([F:32])=[CH:28][CH:27]=1)[C:2]1[CH:7]=[CH:6][CH:5]=[CH:4][CH:3]=1, predict the reactants needed to synthesize it. The reactants are: [CH2:1]([O:8][C:9]1[CH:10]=[C:11]2[C:16](=[CH:17][CH:18]=1)[C:15](=[O:19])[N:14]([CH2:20][CH:21]([CH3:23])[CH3:22])[C:13]([CH2:24]O)=[C:12]2[C:26]1[CH:31]=[CH:30][C:29]([F:32])=[CH:28][CH:27]=1)[C:2]1[CH:7]=[CH:6][CH:5]=[CH:4][CH:3]=1.S(Cl)([Cl:35])=O.C(=O)([O-])O.[Na+]. (4) Given the product [Si:11]([CH:18]1[C:19](=[CH:20][O:21][Si:22]([C:25]([CH3:28])([CH3:27])[CH3:26])([CH3:23])[CH3:24])[C:2]2[CH:7]=[CH:6][C:5]([O:8][CH3:9])=[CH:4][C:3]=2[O:10]1)([C:14]([CH3:17])([CH3:16])[CH3:15])([CH3:13])[CH3:12], predict the reactants needed to synthesize it. The reactants are: I[C:2]1[CH:7]=[CH:6][C:5]([O:8][CH3:9])=[CH:4][C:3]=1[OH:10].[Si:11]([C:18]#[C:19][CH2:20][O:21][Si:22]([C:25]([CH3:28])([CH3:27])[CH3:26])([CH3:24])[CH3:23])([C:14]([CH3:17])([CH3:16])[CH3:15])([CH3:13])[CH3:12].[Cl-].[Li+].C(=O)([O-])[O-].[Na+].[Na+]. (5) Given the product [Br:9][C:10]1[CH:15]=[CH:14][CH:13]=[C:12]([C:16]2([O:18][Si:19]([C:22]([CH3:25])([CH3:24])[CH3:23])([CH3:21])[CH3:20])[CH2:1][CH2:17]2)[N:11]=1, predict the reactants needed to synthesize it. The reactants are: [CH2:1]([Zn]CC)C.ClCI.[Br:9][C:10]1[CH:15]=[CH:14][CH:13]=[C:12]([C:16]([O:18][Si:19]([C:22]([CH3:25])([CH3:24])[CH3:23])([CH3:21])[CH3:20])=[CH2:17])[N:11]=1.[Cl-].[NH4+]. (6) Given the product [C:30]([C:3]1[CH:4]=[C:5]([F:29])[C:6]([N:8]([CH3:28])[CH2:9][CH2:10][CH2:11][O:12][C:13]2[CH:14]=[C:15]3[C:19](=[CH:20][CH:21]=2)[C@H:18]([CH2:22][C:23]([O:25][CH2:26][CH3:27])=[O:24])[CH2:17][CH2:16]3)=[N:7][C:2]=1[C:43]1[CH:44]=[CH:45][C:40]([O:39][CH3:38])=[CH:41][CH:42]=1)#[N:31], predict the reactants needed to synthesize it. The reactants are: Cl[C:2]1[N:7]=[C:6]([N:8]([CH3:28])[CH2:9][CH2:10][CH2:11][O:12][C:13]2[CH:14]=[C:15]3[C:19](=[CH:20][CH:21]=2)[C@H:18]([CH2:22][C:23]([O:25][CH2:26][CH3:27])=[O:24])[CH2:17][CH2:16]3)[C:5]([F:29])=[CH:4][C:3]=1[C:30]#[N:31].C(=O)([O-])[O-].[Na+].[Na+].[CH3:38][O:39][C:40]1[CH:45]=[CH:44][C:43](B(O)O)=[CH:42][CH:41]=1.C(Cl)Cl. (7) The reactants are: Cl[C:2]1[N:7]=[C:6]([S:8][CH3:9])[N:5]=[C:4]2[NH:10][N:11]=[C:12]([C:13]3[CH:18]=[CH:17][CH:16]=[CH:15][C:14]=3[Cl:19])[C:3]=12.[CH:20]([N:23](CC)C(C)C)(C)C.[CH2:29]1[CH2:33][O:32]CC1. Given the product [Cl:19][C:14]1[CH:15]=[CH:16][CH:17]=[CH:18][C:13]=1[C:12]1[C:3]2[C:4](=[N:5][C:6]([S:8][CH3:9])=[N:7][C:2]=2[NH:23][CH2:20][C@@H:33]([OH:32])[CH3:29])[NH:10][N:11]=1, predict the reactants needed to synthesize it.